This data is from Catalyst prediction with 721,799 reactions and 888 catalyst types from USPTO. The task is: Predict which catalyst facilitates the given reaction. (1) Reactant: C[N:2]([P+](ON1N=NC2C=CC=CC1=2)(N(C)C)N(C)C)C.F[P-](F)(F)(F)(F)F.ON1C2C=CC=CC=2N=N1.C(N(CC)C(C)C)(C)C.[Cl-].[NH4+].[F:49][C:50]([F:55])([F:54])[C:51]([OH:53])=[O:52].[C:56]([C:59]1[CH:64]=[CH:63][C:62]([NH:65][CH:66]([C:82]2[CH:87]=[CH:86][C:85]([O:88][CH2:89][C:90](=[O:94])[N:91]([CH3:93])[CH3:92])=[C:84]([O:95][CH3:96])[CH:83]=2)[C:67]2[NH:71][C:70](=[O:72])[N:69]([C:73]3[CH:81]=[CH:80][CH:79]=[CH:78][C:74]=3[C:75]([OH:77])=O)[N:68]=2)=[CH:61][CH:60]=1)(=[NH:58])[NH2:57]. Product: [F:49][C:50]([F:55])([F:54])[C:51]([OH:53])=[O:52].[C:56]([C:59]1[CH:64]=[CH:63][C:62]([NH:65][CH:66]([C:82]2[CH:87]=[CH:86][C:85]([O:88][CH2:89][C:90](=[O:94])[N:91]([CH3:93])[CH3:92])=[C:84]([O:95][CH3:96])[CH:83]=2)[C:67]2[NH:71][C:70](=[O:72])[N:69]([C:73]3[CH:81]=[CH:80][CH:79]=[CH:78][C:74]=3[C:75]([NH2:2])=[O:77])[N:68]=2)=[CH:61][CH:60]=1)(=[NH:58])[NH2:57]. The catalyst class is: 3. (2) Reactant: C([Li])CCC.[CH2:6]([CH2:8][S:9]([O-:12])(=[O:11])=[O:10])[CH3:7].P(Cl)(O[CH2:19][CH3:20])(OCC)=O.[Br:22][C:23]1[CH:30]=[CH:29]C(C=O)=[CH:25][CH:24]=1. Product: [Br:22][C:23]1[CH:30]=[CH:29][C:7](/[CH:6]=[CH:8]/[S:9]([O:12][CH2:19][CH3:20])(=[O:11])=[O:10])=[CH:25][CH:24]=1. The catalyst class is: 20. (3) Reactant: C[O:2][C:3](=[O:36])[CH:4]([O:33][CH2:34][CH3:35])[CH2:5][C:6]1[CH:11]=[CH:10][C:9]([CH2:12][CH2:13][N:14]([C:22](=[O:32])[CH2:23][C:24]2[CH:29]=[CH:28][C:27]([F:30])=[CH:26][C:25]=2[F:31])[CH2:15][CH2:16][CH2:17][CH2:18][CH2:19][CH2:20][CH3:21])=[CH:8][CH:7]=1.[Li+].[OH-]. Product: [F:31][C:25]1[CH:26]=[C:27]([F:30])[CH:28]=[CH:29][C:24]=1[CH2:23][C:22]([N:14]([CH2:15][CH2:16][CH2:17][CH2:18][CH2:19][CH2:20][CH3:21])[CH2:13][CH2:12][C:9]1[CH:10]=[CH:11][C:6]([CH2:5][CH:4]([O:33][CH2:34][CH3:35])[C:3]([OH:36])=[O:2])=[CH:7][CH:8]=1)=[O:32]. The catalyst class is: 7. (4) Reactant: [F:1][C:2]1[CH:11]=[C:10]([O:12][CH2:13][CH2:14][C@@H:15]2[CH2:17][C@@H:16]2[CH:18]2[CH2:23][CH2:22][N:21]([CH2:24][C:25]([F:28])([F:27])[F:26])[CH2:20][CH2:19]2)[CH:9]=[C:8]([F:29])[C:3]=1[C:4]([O:6]C)=[O:5].[OH-].[Na+].Cl. Product: [F:29][C:8]1[CH:9]=[C:10]([O:12][CH2:13][CH2:14][C@@H:15]2[CH2:17][C@@H:16]2[CH:18]2[CH2:23][CH2:22][N:21]([CH2:24][C:25]([F:28])([F:26])[F:27])[CH2:20][CH2:19]2)[CH:11]=[C:2]([F:1])[C:3]=1[C:4]([OH:6])=[O:5]. The catalyst class is: 191. (5) Reactant: [CH2:1]1[CH2:6][C@H:5]([C:7]([OH:9])=[O:8])[CH2:4][CH2:3][C@H:2]1[CH2:10][NH2:11].[C:12]([O:20][CH:21]([O:25][C:26](ON1C(=O)CCC1=O)=[O:27])[CH:22]([CH3:24])[CH3:23])(=[O:19])[C:13]1[CH:18]=[CH:17][CH:16]=[CH:15][CH:14]=1. Product: [C:12]([O:20][CH:21]([O:25][C:26]([NH:11][CH2:10][C@H:2]1[CH2:3][CH2:4][C@H:5]([C:7]([OH:9])=[O:8])[CH2:6][CH2:1]1)=[O:27])[CH:22]([CH3:24])[CH3:23])(=[O:19])[C:13]1[CH:18]=[CH:17][CH:16]=[CH:15][CH:14]=1. The catalyst class is: 761.